Dataset: Catalyst prediction with 721,799 reactions and 888 catalyst types from USPTO. Task: Predict which catalyst facilitates the given reaction. (1) Reactant: [NH:1]1[CH2:6][CH2:5][O:4][C@H:3]([C:7]2[CH:8]=[CH:9][C:10]([NH2:13])=[N:11][CH:12]=2)[CH2:2]1.O1[CH2:18][CH2:17][CH2:16][CH2:15]1.C(=O)CCC.C(O[BH-](OC(=O)C)OC(=O)C)(=O)C.[Na+]. Product: [CH2:15]([N:1]1[CH2:6][CH2:5][O:4][C@H:3]([C:7]2[CH:8]=[CH:9][C:10]([NH2:13])=[N:11][CH:12]=2)[CH2:2]1)[CH2:16][CH2:17][CH3:18]. The catalyst class is: 662. (2) Reactant: Cl.Cl.C(O[C:6]([C:8]1[CH:9]=[C:10]2[C:14](=[CH:15][CH:16]=1)[NH:13][N:12]=[C:11]2[C:17]1[CH:26]=[CH:25][C:24]2[C:19](=[CH:20][CH:21]=[C:22]([O:27][CH3:28])[CH:23]=2)[CH:18]=1)=[NH:7])C.[CH3:29][CH:30]1[CH2:35][CH2:34][CH2:33][CH2:32][N:31]1[CH2:36][C:37]([NH:39][NH2:40])=O.C(N(CC)CC)C. Product: [CH3:28][O:27][C:22]1[CH:21]=[C:20]2[C:25](=[CH:24][CH:23]=1)[CH:26]=[C:17]([C:11]1[C:15]3[C:14](=[CH:10][CH:9]=[C:8]([C:6]4[N:7]=[C:37]([CH2:36][N:31]5[CH2:32][CH2:33][CH2:34][CH2:35][CH:30]5[CH3:29])[NH:39][N:40]=4)[CH:16]=3)[NH:13][N:12]=1)[CH:18]=[CH:19]2. The catalyst class is: 5. (3) Reactant: [CH3:1][C:2]1[CH:3]=[C:4]([OH:11])[CH:5]=[CH:6][C:7]=1[N+:8]([O-:10])=[O:9].[Br-:12].[Br-:13].[Br-].C([N+](C)(C)C)C1C=CC=CC=1.C([N+](C)(C)C)C1C=CC=CC=1.C([N+](C)(C)C)C1C=CC=CC=1.C([O-])([O-])=O.[Ca+2].Cl. Product: [Br:12][C:3]1[C:2]([CH3:1])=[C:7]([N+:8]([O-:10])=[O:9])[CH:6]=[C:5]([Br:13])[C:4]=1[OH:11]. The catalyst class is: 61. (4) Reactant: C([O-])([O-])=O.[Cs+].[Cs+].C(O[C:10]([C:12]1[CH:20]=[C:19]([OH:21])[C:15]2[CH:16]=[CH:17][O:18][C:14]=2[CH:13]=1)=[O:11])C.[F:22][C:23]1[CH:33]=[C:32](F)[CH:31]=[CH:30][C:24]=1[C:25]([N:27]([CH3:29])[CH3:28])=[O:26].[CH3:35][N:36]1[CH:40]=[CH:39][C:38]([NH2:41])=[N:37]1.CN(C(ON1N=NC2C=CC=NC1=2)=[N+](C)C)C.F[P-](F)(F)(F)(F)F. Product: [CH3:28][N:27]([CH3:29])[C:25]([C:24]1[CH:30]=[CH:31][C:32]([O:21][C:19]2[C:15]3[CH:16]=[CH:17][O:18][C:14]=3[CH:13]=[C:12]([C:10]([NH:41][C:38]3[CH:39]=[CH:40][N:36]([CH3:35])[N:37]=3)=[O:11])[CH:20]=2)=[CH:33][C:23]=1[F:22])=[O:26]. The catalyst class is: 3. (5) Reactant: C([O:3][C:4]([C:6]1([NH:15][C:16]([C:18]2[C:27]3[C:22](=[CH:23][CH:24]=[CH:25][CH:26]=3)[C:21]([F:28])=[CH:20][CH:19]=2)=[O:17])[CH2:14][C:13]2[C:8](=[CH:9][CH:10]=[CH:11][CH:12]=2)[CH2:7]1)=[O:5])C.[OH-].[K+].O. Product: [F:28][C:21]1[C:22]2[C:27](=[CH:26][CH:25]=[CH:24][CH:23]=2)[C:18]([C:16]([NH:15][C:6]2([C:4]([OH:5])=[O:3])[CH2:7][C:8]3[C:13](=[CH:12][CH:11]=[CH:10][CH:9]=3)[CH2:14]2)=[O:17])=[CH:19][CH:20]=1. The catalyst class is: 14. (6) Reactant: [CH3:1][O:2][C:3]1[CH:8]=[CH:7][N:6]2[N:9]=[C:10]([C:12]3[CH:17]=[CH:16][CH:15]=[CH:14][CH:13]=3)[CH:11]=[C:5]2[CH:4]=1.[C:18](OC(=O)C)(=[O:20])[CH3:19].CS(O)(=O)=O.[N+](C1C=CC=CC=1)([O-])=O.[OH-].[Na+]. Product: [CH3:1][O:2][C:3]1[CH:8]=[CH:7][N:6]2[N:9]=[C:10]([C:12]3[CH:13]=[CH:14][CH:15]=[CH:16][CH:17]=3)[C:11]([C:18](=[O:20])[CH3:19])=[C:5]2[CH:4]=1. The catalyst class is: 5. (7) Reactant: [CH2:1]([O:3][C:4]1[C:8]([CH2:9][CH2:10][CH2:11][OH:12])=[CH:7][N:6]([C:13]2[CH:18]=[CH:17][C:16]([C:19]([F:22])([F:21])[F:20])=[CH:15][N:14]=2)[N:5]=1)[CH3:2].O[C:24]1[CH:28]=[C:27]([CH2:29][CH2:30][C:31]([O:33]CC)=[O:32])[N:26]([C:36]2[CH:41]=[CH:40][CH:39]=[CH:38][CH:37]=2)[N:25]=1.C(P(CCCC)CCCC)CCC.N(C(N1CCCCC1)=O)=NC(N1CCCCC1)=O. Product: [CH2:1]([O:3][C:4]1[C:8]([CH2:9][CH2:10][CH2:11][O:12][C:24]2[CH:28]=[C:27]([CH2:29][CH2:30][C:31]([OH:33])=[O:32])[N:26]([C:36]3[CH:41]=[CH:40][CH:39]=[CH:38][CH:37]=3)[N:25]=2)=[CH:7][N:6]([C:13]2[CH:18]=[CH:17][C:16]([C:19]([F:21])([F:20])[F:22])=[CH:15][N:14]=2)[N:5]=1)[CH3:2]. The catalyst class is: 7. (8) Reactant: [Li+].[Cl-].C(Cl)(C)C.Br[C:8]1[CH:9]=[CH:10][C:11]([O:14][CH2:15][CH2:16][O:17][C:18]2[C:23]([Cl:24])=[CH:22][C:21]([CH3:25])=[CH:20][C:19]=2[Cl:26])=[N:12][CH:13]=1.[C:27]([O:31][C:32]([N:34]1[CH2:39][CH2:38][C:37](=[O:40])[CH:36]([C:41](=[O:59])[N:42]([CH2:46][C:47]2[C:52]([Cl:53])=[CH:51][N:50]=[C:49]([CH2:54][CH2:55][CH2:56][O:57][CH3:58])[CH:48]=2)[CH:43]2[CH2:45][CH2:44]2)[CH2:35]1)=[O:33])([CH3:30])([CH3:29])[CH3:28].[NH4+].[Cl-]. Product: [C:27]([O:31][C:32]([N:34]1[CH2:39][CH2:38][C@@:37]([OH:40])([C:8]2[CH:13]=[N:12][C:11]([O:14][CH2:15][CH2:16][O:17][C:18]3[C:23]([Cl:24])=[CH:22][C:21]([CH3:25])=[CH:20][C:19]=3[Cl:26])=[CH:10][CH:9]=2)[C@H:36]([C:41](=[O:59])[N:42]([CH2:46][C:47]2[C:52]([Cl:53])=[CH:51][N:50]=[C:49]([CH2:54][CH2:55][CH2:56][O:57][CH3:58])[CH:48]=2)[CH:43]2[CH2:44][CH2:45]2)[CH2:35]1)=[O:33])([CH3:30])([CH3:29])[CH3:28]. The catalyst class is: 1.